This data is from Forward reaction prediction with 1.9M reactions from USPTO patents (1976-2016). The task is: Predict the product of the given reaction. (1) Given the reactants [C:1]([N:8]1[CH2:14][CH2:13][CH2:12][C@@H:9]1[CH2:10][OH:11])([O:3][C:4]([CH3:7])([CH3:6])[CH3:5])=[O:2].[S:15](Cl)([C:18]1[CH:24]=[CH:23][C:21]([CH3:22])=[CH:20][CH:19]=1)(=[O:17])=[O:16], predict the reaction product. The product is: [C:4]([O:3][C:1]([N:8]1[CH2:14][CH2:13][CH2:12][C@@H:9]1[CH2:10][O:11][S:15]([C:18]1[CH:24]=[CH:23][C:21]([CH3:22])=[CH:20][CH:19]=1)(=[O:17])=[O:16])=[O:2])([CH3:7])([CH3:6])[CH3:5]. (2) The product is: [NH2:1][C:2]1[CH:18]=[CH:17][C:5]([C:6]([NH:8][CH2:9][CH2:14][N:20]2[CH2:24][CH2:23][CH2:22][CH2:21]2)=[O:7])=[CH:4][C:3]=1[Cl:19]. Given the reactants [NH2:1][C:2]1[CH:18]=[CH:17][C:5]([C:6]([NH:8][CH:9]2[CH2:14]CN(CC)CC2)=[O:7])=[CH:4][C:3]=1[Cl:19].[N:20]1(CCN)[CH2:24][CH2:23][CH2:22][CH2:21]1, predict the reaction product. (3) Given the reactants [N+:1]([C:4]1[CH:5]=[C:6]([CH:9]=[CH:10][CH:11]=1)[CH2:7][NH2:8])([O-])=O.[F:12][C:13]([F:24])([F:23])[C:14](O[C:14](=[O:15])[C:13]([F:24])([F:23])[F:12])=[O:15], predict the reaction product. The product is: [F:12][C:13]([F:24])([F:23])[C:14]([NH:8][CH2:7][C:6]1[CH:5]=[C:4]([CH:11]=[CH:10][CH:9]=1)[NH2:1])=[O:15]. (4) The product is: [CH3:1][C:2]([N:10]1[CH:14]=[C:13]([NH:15][C:16](=[O:22])[CH:17]([NH:21][CH:32]([CH3:33])[CH2:31][C:26]2[CH:27]=[C:28]([F:30])[CH:29]=[C:24]([F:23])[CH:25]=2)[CH2:18][CH2:19][CH3:20])[N:12]=[CH:11]1)([CH3:9])[CH2:3][N:4]1[CH2:8][CH2:7][CH2:6][CH2:5]1. Given the reactants [CH3:1][C:2]([N:10]1[CH:14]=[C:13]([NH:15][C:16](=[O:22])[CH:17]([NH2:21])[CH2:18][CH2:19][CH3:20])[N:12]=[CH:11]1)([CH3:9])[CH2:3][N:4]1[CH2:8][CH2:7][CH2:6][CH2:5]1.[F:23][C:24]1[CH:25]=[C:26]([CH2:31][C:32](=O)[CH3:33])[CH:27]=[C:28]([F:30])[CH:29]=1, predict the reaction product.